Dataset: Full USPTO retrosynthesis dataset with 1.9M reactions from patents (1976-2016). Task: Predict the reactants needed to synthesize the given product. (1) The reactants are: Br[C:2]1[CH:7]=[CH:6][C:5]([N:8]2[CH2:13][CH2:12][O:11][CH2:10][CH2:9]2)=[CH:4][CH:3]=1.[CH:14]([C:16]1[O:20][C:19](B(O)O)=[CH:18][CH:17]=1)=[O:15].C(=O)([O-])[O-].[Na+].[Na+].COCCOC. Given the product [N:8]1([C:5]2[CH:6]=[CH:7][C:2]([C:19]3[O:20][C:16]([CH:14]=[O:15])=[CH:17][CH:18]=3)=[CH:3][CH:4]=2)[CH2:13][CH2:12][O:11][CH2:10][CH2:9]1, predict the reactants needed to synthesize it. (2) Given the product [Br:1][C:2]1[CH:10]=[C:9]2[C:5]([CH:6]=[CH:7][N:8]2[S:11]([C:14]2[CH:19]=[CH:18][C:17]([O:20][CH3:21])=[C:16]([N:22]3[CH2:23][CH2:24][N:25]([CH3:28])[CH2:26][CH2:27]3)[CH:15]=2)(=[O:13])=[O:12])=[CH:4][CH:3]=1, predict the reactants needed to synthesize it. The reactants are: [Br:1][C:2]1[CH:10]=[C:9]2[C:5]([CH:6]=[CH:7][N:8]2[S:11]([C:14]2[CH:19]=[CH:18][C:17]([O:20][CH3:21])=[C:16]([N:22]3[CH2:27][CH2:26][NH:25][CH2:24][CH2:23]3)[CH:15]=2)(=[O:13])=[O:12])=[CH:4][CH:3]=1.[C:28]([BH3-])#N.[Na+].C=O. (3) Given the product [Cl:1][C:2]1[CH:7]=[CH:6][CH:5]=[C:4]([C:8]([C:9]2[N:14]=[C:13]([Cl:15])[CH:12]=[C:11]([O:16][CH3:17])[N:10]=2)=[O:27])[C:3]=1[NH:18][S:19]([CH:22]([F:23])[F:24])(=[O:21])=[O:20], predict the reactants needed to synthesize it. The reactants are: [Cl:1][C:2]1[CH:7]=[CH:6][CH:5]=[C:4]([CH2:8][C:9]2[N:14]=[C:13]([Cl:15])[CH:12]=[C:11]([O:16][CH3:17])[N:10]=2)[C:3]=1[NH:18][S:19]([CH:22]([F:24])[F:23])(=[O:21])=[O:20].C(OCC)(=[O:27])C.O. (4) The reactants are: C(Cl)=C.C(OO[C:10](=[O:20])[CH2:11][CH2:12][CH2:13]CCC(C)(C)C)(C)(C)C.C[CH:22](CC(C)(C)C)[CH2:23][C:24](OO[C:24](=[O:25])[CH2:23][CH:22](C)CC(C)(C)C)=[O:25]. Given the product [C:24]([O:20][CH2:10][CH2:11][CH2:12][CH3:13])(=[O:25])[CH:23]=[CH2:22], predict the reactants needed to synthesize it. (5) The reactants are: [C:1]([C:5]1[CH:17]=[CH:16][C:15]2[C:14]3[C:9](=[CH:10][C:11]([C:18]([CH3:21])([CH3:20])[CH3:19])=[CH:12][CH:13]=3)[CH2:8][C:7]=2[CH:6]=1)([CH3:4])([CH3:3])[CH3:2].CCCCCC.C([Li])CCC.[CH:33]1([C:39]2[C:43](=C)[CH:42]=[CH:41][CH:40]=2)[CH2:38][CH2:37][CH2:36][CH2:35][CH2:34]1. Given the product [CH:39]1([C:33]2([C:10]3[C:9]4[CH2:8][C:7]5[C:15](=[CH:16][CH:17]=[C:5]([C:1]([CH3:4])([CH3:3])[CH3:2])[CH:6]=5)[C:14]=4[CH:13]=[CH:12][C:11]=3[C:18]([CH3:21])([CH3:20])[CH3:19])[CH2:38][CH2:37][CH2:36][CH2:35][CH2:34]2)[CH:40]=[CH:41][CH:42]=[CH:43]1, predict the reactants needed to synthesize it. (6) Given the product [C:1]([C:5]1[CH:6]=[C:7]([NH:11][C:12]([NH:14][C:15]2[CH:20]=[CH:19][C:18]([O:21][CH:22]3[CH2:27][CH2:26][N:25]([C:38](=[O:45])[C:39]4[CH:44]=[CH:43][CH:42]=[CH:41][CH:40]=4)[CH2:24][CH2:23]3)=[CH:17][CH:16]=2)=[O:13])[N:8]([CH3:10])[N:9]=1)([CH3:4])([CH3:2])[CH3:3], predict the reactants needed to synthesize it. The reactants are: [C:1]([C:5]1[CH:6]=[C:7]([NH:11][C:12]([NH:14][C:15]2[CH:20]=[CH:19][C:18]([O:21][CH:22]3[CH2:27][CH2:26][NH:25][CH2:24][CH2:23]3)=[CH:17][CH:16]=2)=[O:13])[N:8]([CH3:10])[N:9]=1)([CH3:4])([CH3:3])[CH3:2].ON1C2C=CC=CC=2N=N1.[C:38](O)(=[O:45])[C:39]1[CH:44]=[CH:43][CH:42]=[CH:41][CH:40]=1.C1CCC(N=C=NC2CCCCC2)CC1. (7) Given the product [Br:25][C:26]1[C:27](=[O:35])[NH:28][CH:29]=[C:30]([C:31]([NH:54][C@H:53]([C:48]2[C:47]([F:46])=[CH:52][CH:51]=[CH:50][N:49]=2)[C:55]2[CH:60]=[CH:59][C:58]([C:61]([F:62])([F:63])[F:64])=[CH:57][CH:56]=2)=[O:33])[CH:34]=1, predict the reactants needed to synthesize it. The reactants are: CN(C(ON1N=NC2C=CC=NC1=2)=[N+](C)C)C.F[P-](F)(F)(F)(F)F.[Br:25][C:26]1[C:27]([OH:35])=[N:28][CH:29]=[C:30]([CH:34]=1)[C:31]([OH:33])=O.CCN(C(C)C)C(C)C.Cl.[F:46][C:47]1[C:48]([C@H:53]([C:55]2[CH:60]=[CH:59][C:58]([C:61]([F:64])([F:63])[F:62])=[CH:57][CH:56]=2)[NH2:54])=[N:49][CH:50]=[CH:51][CH:52]=1.Cl.FC(F)(F)C1C=CC([C@@H](C2C(C(F)(F)F)=CC=CN=2)N)=CC=1. (8) Given the product [S:1]1[CH:5]=[C:4]([C:6]([C:8]2[CH:12]=[CH:11][S:10][CH:9]=2)=[O:7])[C:3]2[S:13][CH:14]=[C:15]([C:16]([C:18]3[CH:22]=[CH:21][S:20][CH:19]=3)=[O:17])[C:2]1=2, predict the reactants needed to synthesize it. The reactants are: [S:1]1[CH:5]=[C:4]([CH:6]([C:8]2[CH:12]=[CH:11][S:10][CH:9]=2)[OH:7])[C:3]2[S:13][CH:14]=[C:15]([CH:16]([C:18]3[CH:22]=[CH:21][S:20][CH:19]=3)[OH:17])[C:2]1=2.[Cr](Cl)([O-])(=O)=O.[NH+]1C=CC=CC=1. (9) Given the product [C:8]([CH:7]([C:6]1[CH:10]=[CH:11][C:3]([O:2][CH3:1])=[CH:4][CH:5]=1)[C:15]1([OH:21])[CH2:20][CH2:19][CH2:18][CH2:17][CH2:16]1)#[N:9], predict the reactants needed to synthesize it. The reactants are: [CH3:1][O:2][C:3]1[CH:11]=[CH:10][C:6]([CH2:7][C:8]#[N:9])=[CH:5][CH:4]=1.C[O-].[Na+].[C:15]1(=[O:21])[CH2:20][CH2:19][CH2:18][CH2:17][CH2:16]1.